Dataset: Catalyst prediction with 721,799 reactions and 888 catalyst types from USPTO. Task: Predict which catalyst facilitates the given reaction. (1) Reactant: [Cl:1][C:2]1[CH:3]=[CH:4][C:5]([O:26][CH2:27][C:28]2[CH:33]=[CH:32][C:31]([F:34])=[CH:30][C:29]=2[F:35])=[C:6]([CH2:8][N:9]2[C:13]([CH3:14])=[CH:12][C:11]([NH:15][C:16](=[O:25])[O:17][CH2:18][CH:19]3[CH2:24][CH2:23][NH:22][CH2:21][CH2:20]3)=[N:10]2)[CH:7]=1.Cl. Product: [ClH:1].[Cl:1][C:2]1[CH:3]=[CH:4][C:5]([O:26][CH2:27][C:28]2[CH:33]=[CH:32][C:31]([F:34])=[CH:30][C:29]=2[F:35])=[C:6]([CH2:8][N:9]2[C:13]([CH3:14])=[CH:12][C:11]([NH:15][C:16](=[O:25])[O:17][CH2:18][CH:19]3[CH2:20][CH2:21][NH:22][CH2:23][CH2:24]3)=[N:10]2)[CH:7]=1. The catalyst class is: 158. (2) Reactant: Cl[C:2]1[CH:23]=[C:22]([Cl:24])[C:21]([NH:25][C:26]2[C:31]([F:32])=[CH:30][C:29]([F:33])=[CH:28][C:27]=2[Cl:34])=[CH:20][C:3]=1[C:4]([C:6](=[CH:12][NH:13][C:14]1[CH:15]=[N:16][CH:17]=[CH:18][CH:19]=1)[C:7]([O:9][CH2:10][CH3:11])=[O:8])=[O:5].C(=O)([O-])[O-:36].[K+].[K+]. Product: [Cl:24][C:22]1[CH:23]=[C:2]2[C:3]([C:4](=[O:5])[CH:6]([C:7]([O:9][CH2:10][CH3:11])=[O:8])[C:12](=[O:36])[N:13]2[C:14]2[CH:15]=[N:16][CH:17]=[CH:18][CH:19]=2)=[CH:20][C:21]=1[NH:25][C:26]1[C:31]([F:32])=[CH:30][C:29]([F:33])=[CH:28][C:27]=1[Cl:34]. The catalyst class is: 9. (3) Reactant: N(C(OC(C)(C)C)=O)[C@H](C(N1CCC[C@H]1C(OC)=O)=O)CC(C)C.[NH:25]([C:61]([O:63][C:64]([CH3:67])([CH3:66])[CH3:65])=[O:62])[C@H:26]([C:42]([NH:44][C@H:45]([C:50]([N:52]1[CH2:60][CH2:59][CH2:58][C@H:53]1[C:54]([O:56][CH3:57])=[O:55])=[O:51])[CH2:46][CH:47]([CH3:49])[CH3:48])=[O:43])[CH2:27][C:28]1[CH:33]=[CH:32][C:31]([O:34]CC2C=CC=CC=2)=[CH:30][CH:29]=1. Product: [NH:25]([C:61]([O:63][C:64]([CH3:66])([CH3:65])[CH3:67])=[O:62])[C@H:26]([C:42]([NH:44][C@H:45]([C:50]([N:52]1[CH2:60][CH2:59][CH2:58][C@H:53]1[C:54]([O:56][CH3:57])=[O:55])=[O:51])[CH2:46][CH:47]([CH3:49])[CH3:48])=[O:43])[CH2:27][C:28]1[CH:29]=[CH:30][C:31]([OH:34])=[CH:32][CH:33]=1. The catalyst class is: 157. (4) Product: [CH2:1]([O:3][C:4](=[O:14])[CH2:5][CH2:6][C:7]1[CH:12]=[CH:11][C:10]([Br:15])=[C:9]([OH:13])[CH:8]=1)[CH3:2]. Reactant: [CH2:1]([O:3][C:4](=[O:14])[CH2:5][CH2:6][C:7]1[CH:12]=[CH:11][CH:10]=[C:9]([OH:13])[CH:8]=1)[CH3:2].[Br:15]N1C(=O)CCC1=O. The catalyst class is: 22. (5) Reactant: [F:1][C:2]1[C:3]([C:9]2[CH:14]=[C:13]([N:15]3C(=O)C4C(=CC=CC=4)C3=O)[CH:12]=[CH:11][N:10]=2)=[N:4][C:5]([CH3:8])=[CH:6][CH:7]=1.CNN. Product: [F:1][C:2]1[C:3]([C:9]2[CH:14]=[C:13]([NH2:15])[CH:12]=[CH:11][N:10]=2)=[N:4][C:5]([CH3:8])=[CH:6][CH:7]=1. The catalyst class is: 4. (6) Product: [O:1]1[CH2:6][CH2:5][CH2:4][CH2:3][CH:2]1[O:7][CH2:8][CH2:9][C:10]1[N:11]=[CH:12][C:13]([NH:21][C:24](=[O:33])[O:50][CH2:43][C:44]2[CH:49]=[CH:48][CH:47]=[CH:46][CH:45]=2)=[N:14][CH:15]=1. Reactant: [O:1]1[CH2:6][CH2:5][CH2:4][CH2:3][CH:2]1[O:7][CH2:8][CH2:9][C:10]1[N:11]=[CH:12][C:13](C(O)=O)=[N:14][CH:15]=1.C([N:21]([CH2:24]C)CC)C.C1(P(N=[N+]=[N-])(C2C=CC=CC=2)=[O:33])C=CC=CC=1.[CH2:43]([OH:50])[C:44]1[CH:49]=[CH:48][CH:47]=[CH:46][CH:45]=1. The catalyst class is: 93.